From a dataset of Retrosynthesis with 50K atom-mapped reactions and 10 reaction types from USPTO. Predict the reactants needed to synthesize the given product. (1) Given the product O=C(NC(Cc1ccccc1)C1CO1)OCc1ccccc1, predict the reactants needed to synthesize it. The reactants are: C=CC(Cc1ccccc1)NC(=O)OCc1ccccc1.O=C(OO)c1cccc(Cl)c1. (2) Given the product CCOC(=O)C1(C=O)CCC1, predict the reactants needed to synthesize it. The reactants are: CCOC(=O)C1(CO)CCC1. (3) The reactants are: CC(C)CCNC(=O)c1ccc(N2CCC(N)C2)nn1.O=C(Cl)c1ccccc1C(F)(F)F. Given the product CC(C)CCNC(=O)c1ccc(N2CCC(NC(=O)c3ccccc3C(F)(F)F)C2)nn1, predict the reactants needed to synthesize it. (4) Given the product CN(C)CC(c1ccc(N)cc1)C1(O)CCCCC1, predict the reactants needed to synthesize it. The reactants are: CN(C)C(=O)C(c1ccc(N)cc1)C1(O)CCCCC1. (5) Given the product CCCCC(=O)CC(=O)c1ccc(O)cc1, predict the reactants needed to synthesize it. The reactants are: CCCCC(=O)CC(=O)c1ccc(OCc2ccccc2)cc1. (6) Given the product COC(=O)[C@H]1C[C@H](O)C1, predict the reactants needed to synthesize it. The reactants are: COC(=O)[C@H]1C[C@H](OCc2ccccc2)C1. (7) Given the product CCOC(=O)c1cc(=O)c2cc(F)c(N3CC4CCOC4(CN)C3)c(C#N)c2n1C1CC1, predict the reactants needed to synthesize it. The reactants are: CCOC(=O)c1cc(=O)c2cc(F)c(F)c(C#N)c2n1C1CC1.NCC12CNCC1CCO2. (8) The reactants are: CC(=O)Cl.CC(C)(C)OC(=O)N1CCC2(CC[C@H](N)c3ccccc32)CC1. Given the product CC(=O)N[C@H]1CCC2(CCN(C(=O)OC(C)(C)C)CC2)c2ccccc21, predict the reactants needed to synthesize it. (9) Given the product Cc1cc(-c2cccc(C(=O)CC(=O)Nc3cc(C#N)c(N4CCCCC4)cc3NC(=O)OC(C)(C)C)c2)on1, predict the reactants needed to synthesize it. The reactants are: CC(C)(C)OC(=O)Nc1cc(N2CCCCC2)c(C#N)cc1N.Cc1cc(-c2cccc(C(=O)CC(=O)OC(C)(C)C)c2)on1. (10) Given the product COC(C)[Si](C)(C)C, predict the reactants needed to synthesize it. The reactants are: CC(C)(C)OC(=O)CBr.Cc1ccc(F)cc1C1CC(=O)NC(c2cccc(Cl)c2)C12C(=O)Nc1cc(Cl)ccc12.